From a dataset of Catalyst prediction with 721,799 reactions and 888 catalyst types from USPTO. Predict which catalyst facilitates the given reaction. (1) Product: [F:14][C:15]1[CH:16]=[C:17]([CH:21]=[CH:22][C:23]=1[CH3:24])[C:18]([N:4]1[CH2:5][CH2:6][N:1]([C:7]([O:9][C:10]([CH3:13])([CH3:12])[CH3:11])=[O:8])[CH2:2][CH2:3]1)=[O:19]. The catalyst class is: 10. Reactant: [N:1]1([C:7]([O:9][C:10]([CH3:13])([CH3:12])[CH3:11])=[O:8])[CH2:6][CH2:5][NH:4][CH2:3][CH2:2]1.[F:14][C:15]1[CH:16]=[C:17]([CH:21]=[CH:22][C:23]=1[CH3:24])[C:18](O)=[O:19].C(N(CC)CC)C.CN(C(ON1N=NC2C=CC=CC1=2)=[N+](C)C)C.F[P-](F)(F)(F)(F)F. (2) Reactant: [Br:1][C:2]1[CH:7]=[CH:6][CH:5]=[CH:4][C:3]=1[CH2:8][CH2:9][C:10]#[N:11].B. Product: [Br:1][C:2]1[CH:7]=[CH:6][CH:5]=[CH:4][C:3]=1[CH2:8][CH2:9][CH2:10][NH2:11]. The catalyst class is: 7. (3) Reactant: [C:1]([O:5][C:6](=[O:20])[N:7]([CH2:10][C:11]1[CH:16]=[CH:15][C:14]([Cl:17])=[C:13]([CH:18]=O)[CH:12]=1)[CH2:8][CH3:9])([CH3:4])([CH3:3])[CH3:2].[CH:21]1([NH2:24])[CH2:23][CH2:22]1.CCN(CC)CC.[BH4-].[Na+].C([O-])(O)=O.[Na+]. Product: [C:1]([O:5][C:6](=[O:20])[N:7]([CH2:10][C:11]1[CH:16]=[CH:15][C:14]([Cl:17])=[C:13]([CH2:18][NH:24][CH:21]2[CH2:23][CH2:22]2)[CH:12]=1)[CH2:8][CH3:9])([CH3:4])([CH3:3])[CH3:2]. The catalyst class is: 5.